Task: Predict which catalyst facilitates the given reaction.. Dataset: Catalyst prediction with 721,799 reactions and 888 catalyst types from USPTO (1) Reactant: [C:1](=O)([O:21]N1C(=O)CCC1=O)[O:2][C:3]1[CH:8]=[CH:7][C:6]([C:9]2[CH:14]=[CH:13][C:12]([C:15](=[O:20])[NH:16][CH:17]3[CH2:19][CH2:18]3)=[CH:11][CH:10]=2)=[CH:5][CH:4]=1.[CH3:30][NH:31][CH2:32][C:33]1[CH:38]=[CH:37][CH:36]=[C:35]([C:39]2[CH:44]=[CH:43][N:42]=[CH:41][CH:40]=2)[CH:34]=1.C(N(CC)CC)C. Product: [CH3:30][N:31]([CH2:32][C:33]1[CH:38]=[CH:37][CH:36]=[C:35]([C:39]2[CH:40]=[CH:41][N:42]=[CH:43][CH:44]=2)[CH:34]=1)[C:1](=[O:21])[O:2][C:3]1[CH:4]=[CH:5][C:6]([C:9]2[CH:14]=[CH:13][C:12]([C:15](=[O:20])[NH:16][CH:17]3[CH2:19][CH2:18]3)=[CH:11][CH:10]=2)=[CH:7][CH:8]=1. The catalyst class is: 4. (2) Reactant: [CH2:1]([O:8][C:9]([NH:11][C@H:12]([C:25]1[NH:26][C:27]([I:31])=[C:28](I)[N:29]=1)[CH2:13][CH2:14][CH2:15][CH2:16][CH2:17][C:18]([O:20]C(C)(C)C)=[O:19])=[O:10])[C:2]1[CH:7]=[CH:6][CH:5]=[CH:4][CH:3]=1.[C:32]([OH:38])([C:34]([F:37])([F:36])[F:35])=[O:33].C1(C)C=CC=CC=1.CCOCC. Product: [F:35][C:34]([F:37])([F:36])[C:32]([O-:38])=[O:33].[CH2:1]([O:8][C:9]([NH:11][C@H:12]([C:25]1[NH:26][C:27]([I:31])=[CH:28][NH+:29]=1)[CH2:13][CH2:14][CH2:15][CH2:16][CH2:17][C:18]([OH:20])=[O:19])=[O:10])[C:2]1[CH:7]=[CH:6][CH:5]=[CH:4][CH:3]=1. The catalyst class is: 2. (3) Reactant: [Cl:1][C:2]1[CH:10]=[C:9]([N+:11]([O-:13])=[O:12])[CH:8]=[CH:7][C:3]=1[C:4]([OH:6])=O.S(Cl)(Cl)=O.O1CCCC1.Cl.[CH2:24]([O:28][C@H:29]1[CH2:33][CH2:32][NH:31][CH2:30]1)[CH:25]([CH3:27])[CH3:26]. Product: [Cl:1][C:2]1[CH:10]=[C:9]([N+:11]([O-:13])=[O:12])[CH:8]=[CH:7][C:3]=1[C:4]([N:31]1[CH2:32][CH2:33][C@@H:29]([O:28][CH2:24][CH:25]([CH3:27])[CH3:26])[CH2:30]1)=[O:6]. The catalyst class is: 289.